This data is from Reaction yield outcomes from USPTO patents with 853,638 reactions. The task is: Predict the reaction yield, written as a fraction of the theoretical maximum amount of product (1.0 means a 100% yield; for example, 0.34 means a 34% yield). (1) The reactants are N#N.[SH:3][CH2:4][CH2:5][CH2:6][Si:7]([O:14][CH2:15][CH3:16])([O:11][CH2:12][CH3:13])[O:8][CH2:9][CH3:10].[SiH4].[C:18](Cl)(=[O:26])[CH2:19][CH2:20][CH2:21][CH2:22][CH2:23][CH2:24][CH3:25]. The catalyst is CCCCCC.C(N(CC)CC)C. The product is [C:18]([S:3][CH2:4][CH2:5][CH2:6][Si:7]([O:14][CH2:15][CH3:16])([O:8][CH2:9][CH3:10])[O:11][CH2:12][CH3:13])(=[O:26])[CH2:19][CH2:20][CH2:21][CH2:22][CH2:23][CH2:24][CH3:25]. The yield is 0.870. (2) The reactants are [Cl:1][C:2]1[CH:8]=[C:7]([O:9][C:10]2[C:19]3[C:14](=[CH:15][C:16]([O:22][CH3:23])=[C:17]([O:20][CH3:21])[CH:18]=3)[N:13]=[CH:12][N:11]=2)[CH:6]=[CH:5][C:3]=1[NH2:4].[CH3:24][O:25][C:26]1[CH:31]=[CH:30][CH:29]=[CH:28][C:27]=1[N:32]=[C:33]=[O:34].CO. The catalyst is C(Cl)(Cl)Cl. The product is [Cl:1][C:2]1[CH:8]=[C:7]([O:9][C:10]2[C:19]3[C:14](=[CH:15][C:16]([O:22][CH3:23])=[C:17]([O:20][CH3:21])[CH:18]=3)[N:13]=[CH:12][N:11]=2)[CH:6]=[CH:5][C:3]=1[NH:4][C:33]([NH:32][C:27]1[CH:28]=[CH:29][CH:30]=[CH:31][C:26]=1[O:25][CH3:24])=[O:34]. The yield is 0.540. (3) The reactants are [CH2:1]([O:8][C:9]1[CH:14]=[CH:13][C:12]([NH2:15])=[CH:11][CH:10]=1)[C:2]1[CH:7]=[CH:6][CH:5]=[CH:4][CH:3]=1.[N:16]([O-])=O.[Na+].[Cl:20][Sn]Cl. The catalyst is Cl.O. The product is [ClH:20].[CH2:1]([O:8][C:9]1[CH:10]=[CH:11][C:12]([NH:15][NH2:16])=[CH:13][CH:14]=1)[C:2]1[CH:3]=[CH:4][CH:5]=[CH:6][CH:7]=1. The yield is 0.760. (4) The reactants are [NH2:1][C:2]1[C:3]([C:19]([NH2:21])=[O:20])=[CH:4][C:5]2[C:13]3[C:8](=[CH:9][CH:10]=[CH:11][CH:12]=3)[N:7]([CH2:14][C@@H:15]([NH2:17])[CH3:16])[C:6]=2[N:18]=1.C1CCC([N:28]=[C:29]=[N:30]C2CCCCC2)CC1.C(OC(NC(NC(OC(C)(C)C)=O)=S)=O)(C)(C)C.C(O)C(N)(CO)CO. The catalyst is C(Cl)Cl. The product is [NH2:1][C:2]1[C:3]([C:19]([NH2:21])=[O:20])=[CH:4][C:5]2[C:13]3[C:8](=[CH:9][CH:10]=[CH:11][CH:12]=3)[N:7]([CH2:14][C@@H:15]([NH:17][C:29]([NH2:30])=[NH:28])[CH3:16])[C:6]=2[N:18]=1. The yield is 0.260. (5) The reactants are [Cl:1][C:2]1[NH:3][C:4](I)=[C:5]([N+:7]([O-:9])=[O:8])[N:6]=1.C(N(CC)CC)C. The catalyst is C(O)C.[OH-].[Pd+2].[OH-].[C]. The product is [Cl:1][C:2]1[NH:3][CH:4]=[C:5]([N+:7]([O-:9])=[O:8])[N:6]=1. The yield is 0.834. (6) The reactants are O.O.O.[F-].C([N+](CCCC)(CCCC)CCCC)CCC.C1COCC1.[CH:27]1([C:33]2[CH:38]=[CH:37][C:36]([C:39]([NH:41][C:42]3[CH:51]=[CH:50][C:49]([C:52]#[C:53][Si](C)(C)C)=[CH:48][C:43]=3[C:44]([O:46][CH3:47])=[O:45])=[O:40])=[CH:35][CH:34]=2)[CH2:32][CH2:31][CH2:30][CH2:29][CH2:28]1. The catalyst is C(OCC)(=O)C. The product is [CH:27]1([C:33]2[CH:34]=[CH:35][C:36]([C:39]([NH:41][C:42]3[CH:51]=[CH:50][C:49]([C:52]#[CH:53])=[CH:48][C:43]=3[C:44]([O:46][CH3:47])=[O:45])=[O:40])=[CH:37][CH:38]=2)[CH2:32][CH2:31][CH2:30][CH2:29][CH2:28]1. The yield is 0.780. (7) The reactants are ClC(Cl)(O[C:5](=[O:11])OC(Cl)(Cl)Cl)Cl.[CH:13]([N:16]1[C:20]2[N:21]=[C:22]([C:31]3[CH:36]=[CH:35][C:34]([NH2:37])=[CH:33][CH:32]=3)[N:23]=[C:24]([N:25]3[CH2:30][CH2:29][O:28][CH2:27][CH2:26]3)[C:19]=2[N:18]=[N:17]1)([CH3:15])[CH3:14].[F:38][C:39]1[CH:45]=[CH:44][C:42]([NH2:43])=[CH:41][CH:40]=1.CCN(CC)CC. The catalyst is C(Cl)Cl. The product is [F:38][C:39]1[CH:45]=[CH:44][C:42]([NH:43][C:5]([NH:37][C:34]2[CH:33]=[CH:32][C:31]([C:22]3[N:23]=[C:24]([N:25]4[CH2:30][CH2:29][O:28][CH2:27][CH2:26]4)[C:19]4[N:18]=[N:17][N:16]([CH:13]([CH3:15])[CH3:14])[C:20]=4[N:21]=3)=[CH:36][CH:35]=2)=[O:11])=[CH:41][CH:40]=1. The yield is 0.130. (8) The reactants are Br[C:2]1[CH:3]=[C:4]2[C:8](=[C:9]([C:11]([NH2:13])=[O:12])[CH:10]=1)[NH:7][CH:6]=[C:5]2[CH:14]1[CH2:19][CH2:18][N:17]([S:20]([CH2:23][CH3:24])(=[O:22])=[O:21])[CH2:16][CH2:15]1.C([O-])([O-])=O.[Cs+].[Cs+].[CH3:31][NH2:32]. The catalyst is O1CCOCC1.O.C1C=CC([P]([Pd]([P](C2C=CC=CC=2)(C2C=CC=CC=2)C2C=CC=CC=2)([P](C2C=CC=CC=2)(C2C=CC=CC=2)C2C=CC=CC=2)[P](C2C=CC=CC=2)(C2C=CC=CC=2)C2C=CC=CC=2)(C2C=CC=CC=2)C2C=CC=CC=2)=CC=1. The product is [NH2:32][CH2:31][C:2]1[CH:10]=[C:9]([C:2]2[CH:3]=[C:4]3[C:8](=[C:9]([C:11]([NH2:13])=[O:12])[CH:10]=2)[NH:7][CH:6]=[C:5]3[CH:14]2[CH2:15][CH2:16][N:17]([S:20]([CH2:23][CH3:24])(=[O:22])=[O:21])[CH2:18][CH2:19]2)[CH:8]=[CH:4][CH:3]=1. The yield is 0.0850.